Regression. Given a peptide amino acid sequence and an MHC pseudo amino acid sequence, predict their binding affinity value. This is MHC class I binding data. From a dataset of Peptide-MHC class I binding affinity with 185,985 pairs from IEDB/IMGT. (1) The peptide sequence is YVRTNGTSK. The MHC is HLA-B35:01 with pseudo-sequence HLA-B35:01. The binding affinity (normalized) is 0.0847. (2) The peptide sequence is DMLLNVQTL. The MHC is HLA-A02:03 with pseudo-sequence HLA-A02:03. The binding affinity (normalized) is 0.212. (3) The peptide sequence is GLIPQWVTL. The MHC is HLA-C04:01 with pseudo-sequence HLA-C04:01. The binding affinity (normalized) is 0.213. (4) The binding affinity (normalized) is 0.0847. The MHC is HLA-B15:01 with pseudo-sequence HLA-B15:01. The peptide sequence is NHDGIQAGV.